The task is: Binary Classification. Given a T-cell receptor sequence (or CDR3 region) and an epitope sequence, predict whether binding occurs between them.. This data is from TCR-epitope binding with 47,182 pairs between 192 epitopes and 23,139 TCRs. (1) The epitope is SEISMDNSPNL. The TCR CDR3 sequence is CASSFYVSGELFF. Result: 1 (the TCR binds to the epitope). (2) The epitope is PKYVKQNTLKLAT. The TCR CDR3 sequence is CSPGVVTEAFF. Result: 0 (the TCR does not bind to the epitope). (3) The epitope is FVDGVPFVV. The TCR CDR3 sequence is CASSLNSRNTGELFF. Result: 1 (the TCR binds to the epitope). (4) The epitope is YLNTLTLAV. The TCR CDR3 sequence is CSVDTVGSGGEQYF. Result: 1 (the TCR binds to the epitope).